This data is from Forward reaction prediction with 1.9M reactions from USPTO patents (1976-2016). The task is: Predict the product of the given reaction. (1) Given the reactants [CH:1](=[O:4])[CH2:2]O.[NH2:5][C:6]1[CH:11]=[CH:10][CH:9]=[CH:8][CH:7]=1.C(O[BH-](OC(=O)C)OC(=O)C)(=O)C.[Na+], predict the reaction product. The product is: [C:6]1([NH:5][CH2:2][CH2:1][OH:4])[CH:11]=[CH:10][CH:9]=[CH:8][CH:7]=1. (2) Given the reactants I[C:2]1[CH:3]=[C:4]2[CH:10]=[CH:9][NH:8][C:5]2=[N:6][CH:7]=1.[Br-].[CH:12]1([Zn+])[CH2:14][CH2:13]1.O1CCOCC1, predict the reaction product. The product is: [CH:12]1([C:2]2[CH:3]=[C:4]3[CH:10]=[CH:9][NH:8][C:5]3=[N:6][CH:7]=2)[CH2:14][CH2:13]1. (3) Given the reactants C([O:3][C:4](=[O:31])[CH2:5][C:6]1[CH:11]=[CH:10][C:9]([CH:12]2[CH2:17][CH2:16][CH2:15][CH:14]([NH:18][CH:19]([C:21]3[C:30]4[C:25](=[CH:26][CH:27]=[CH:28][CH:29]=4)[CH:24]=[CH:23][CH:22]=3)[CH3:20])[CH2:13]2)=[CH:8][CH:7]=1)C.C(OC(=O)CC1C=CC(C2CCCC(N[C@@H](C3C4C(=CC=CC=4)C=CC=3)C)C2)=CC=1)C.[OH-].[Na+], predict the reaction product. The product is: [C:21]1([C@H:19]([NH:18][CH:14]2[CH2:15][CH2:16][CH2:17][CH:12]([C:9]3[CH:8]=[CH:7][C:6]([CH2:5][C:4]([OH:31])=[O:3])=[CH:11][CH:10]=3)[CH2:13]2)[CH3:20])[C:30]2[C:25](=[CH:26][CH:27]=[CH:28][CH:29]=2)[CH:24]=[CH:23][CH:22]=1. (4) Given the reactants [CH3:1][C:2]1[C:6](C=O)=[CH:5][N:4]([C:9]2[CH:14]=[CH:13][N:12]=[C:11]([NH:15][C:16]3[CH:17]=[C:18]4[C:22](=[CH:23][CH:24]=3)[N:21]([CH3:25])[CH:20]=[CH:19]4)[N:10]=2)[N:3]=1.Cl.[CH2:27]([N:29]([CH2:32][CH3:33])[CH2:30]C)C.[BH-](OC(C)=O)(OC(C)=O)[O:35]C(C)=O.[Na+], predict the reaction product. The product is: [CH3:1][C:2]1[C:6]([CH2:30][N:29]2[CH2:27][CH:33]([OH:35])[CH2:32]2)=[CH:5][N:4]([C:9]2[CH:14]=[CH:13][N:12]=[C:11]([NH:15][C:16]3[CH:17]=[C:18]4[C:22](=[CH:23][CH:24]=3)[N:21]([CH3:25])[CH:20]=[CH:19]4)[N:10]=2)[N:3]=1.